This data is from Forward reaction prediction with 1.9M reactions from USPTO patents (1976-2016). The task is: Predict the product of the given reaction. (1) Given the reactants [Br:1][C:2]1[C:3]([NH:9][C:10]2[CH:15]=[CH:14][CH:13]=[CH:12][C:11]=2[NH:16][S:17]([CH3:20])(=[O:19])=[O:18])=[N:4][C:5]([Cl:8])=[N:6][CH:7]=1.[CH3:21][C:22]1[CH:28]=[CH:27][CH:26]=[CH:25][C:23]=1[NH2:24], predict the reaction product. The product is: [ClH:8].[Br:1][C:2]1[C:3]([NH:9][C:10]2[CH:15]=[CH:14][CH:13]=[CH:12][C:11]=2[NH:16][S:17]([CH3:20])(=[O:19])=[O:18])=[N:4][C:5]([NH:24][C:23]2[CH:25]=[CH:26][CH:27]=[CH:28][C:22]=2[CH3:21])=[N:6][CH:7]=1. (2) Given the reactants Cl[C:2]1[N:11]=[C:10](Cl)[C:9]2[C:4](=[CH:5][CH:6]=[CH:7][CH:8]=2)[N:3]=1.[Cl:13][C:14]1[CH:21]=[CH:20][C:17]([CH2:18][NH2:19])=[CH:16][CH:15]=1.[CH2:22]([NH:29][CH2:30][CH2:31][OH:32])[C:23]1[CH:28]=[CH:27][CH:26]=[CH:25][CH:24]=1, predict the reaction product. The product is: [CH2:22]([N:29]([CH2:30][CH2:31][OH:32])[C:2]1[N:11]=[C:10]([NH:19][CH2:18][C:17]2[CH:20]=[CH:21][C:14]([Cl:13])=[CH:15][CH:16]=2)[C:9]2[C:4](=[CH:5][CH:6]=[CH:7][CH:8]=2)[N:3]=1)[C:23]1[CH:28]=[CH:27][CH:26]=[CH:25][CH:24]=1. (3) Given the reactants [Br:1][C:2]1[CH:3]=[CH:4][C:5]2[C:11](=[O:12])[CH2:10][CH2:9][CH2:8][CH2:7][C:6]=2[CH:13]=1.[N:14](OCCC(C)C)=[O:15], predict the reaction product. The product is: [Br:1][C:2]1[CH:3]=[CH:4][C:5]2[C:11](=[O:12])/[C:10](=[N:14]/[OH:15])/[CH2:9][CH2:8][CH2:7][C:6]=2[CH:13]=1. (4) Given the reactants [Cl:1][C:2]1[N:11]=[C:10](Cl)[C:9]2[C:4](=[CH:5][CH:6]=[CH:7][CH:8]=2)[N:3]=1.[CH3:13][NH:14][C@H:15]1[CH2:19][CH2:18][NH:17][CH2:16]1, predict the reaction product. The product is: [Cl:1][C:2]1[N:11]=[C:10]([N:17]2[CH2:18][CH2:19][C@H:15]([NH:14][CH3:13])[CH2:16]2)[C:9]2[C:4](=[CH:5][CH:6]=[CH:7][CH:8]=2)[N:3]=1. (5) Given the reactants [CH:1]([C:4]1[N:13]([NH:14][C:15]([C@@H:17]2[CH2:19][C@H:18]2[C:20]2[CH:25]=[CH:24][C:23](Cl)=[CH:22][CH:21]=2)=[O:16])[C:12](=[O:27])[C:11]2[C:6](=[CH:7][CH:8]=[CH:9][CH:10]=2)[N:5]=1)([CH3:3])[CH3:2].[F:28]C1C=C([C@H]2C[C@H]2C(O)=O)C=CC=1, predict the reaction product. The product is: [CH:1]([C:4]1[N:13]([NH:14][C:15]([C@@H:17]2[CH2:19][C@@H:18]2[C:20]2[CH:25]=[CH:24][CH:23]=[C:22]([F:28])[CH:21]=2)=[O:16])[C:12](=[O:27])[C:11]2[C:6](=[CH:7][CH:8]=[CH:9][CH:10]=2)[N:5]=1)([CH3:3])[CH3:2]. (6) Given the reactants [CH3:1][CH:2]([CH3:19])[CH2:3][CH2:4][CH2:5][O:6][C:7]1[CH:15]=[CH:14][CH:13]=[C:12]2[C:8]=1[CH:9]=[C:10]([C:16]([OH:18])=O)[NH:11]2.[ClH:20].Cl.Cl.[NH2:23][CH:24]1[CH2:29][CH2:28][N:27]([CH2:30][CH2:31][N:32]2[CH2:37][CH2:36][CH:35]([OH:38])[CH2:34][CH2:33]2)[CH2:26][CH2:25]1, predict the reaction product. The product is: [ClH:20].[ClH:20].[OH:38][CH:35]1[CH2:34][CH2:33][N:32]([CH2:31][CH2:30][N:27]2[CH2:26][CH2:25][CH:24]([NH:23][C:16]([C:10]3[NH:11][C:12]4[C:8]([CH:9]=3)=[C:7]([O:6][CH2:5][CH2:4][CH2:3][CH:2]([CH3:1])[CH3:19])[CH:15]=[CH:14][CH:13]=4)=[O:18])[CH2:29][CH2:28]2)[CH2:37][CH2:36]1. (7) Given the reactants [OH:1][C:2]1[CH:3]=[C:4]([C:9]2[O:10][C:11]3[C:16]([C:17](=[O:20])[C:18]=2[OH:19])=[CH:15][CH:14]=[CH:13][CH:12]=3)[CH:5]=[CH:6][C:7]=1[OH:8].C(=O)([O-])[O-].[K+].[K+].[CH2:27](Br)[C:28]1[CH:33]=[CH:32][CH:31]=[CH:30][CH:29]=1.Cl, predict the reaction product. The product is: [CH2:27]([O:19][C:18]1[C:17](=[O:20])[C:16]2[C:11](=[CH:12][CH:13]=[CH:14][CH:15]=2)[O:10][C:9]=1[C:4]1[CH:5]=[CH:6][C:7]([O:8][CH2:9][C:4]2[CH:5]=[CH:6][CH:7]=[CH:2][CH:3]=2)=[C:2]([OH:1])[CH:3]=1)[C:28]1[CH:33]=[CH:32][CH:31]=[CH:30][CH:29]=1. (8) Given the reactants [NH2:1][CH:2]1[CH2:7][CH2:6][N:5]([C:8]([O:10][C:11]([CH3:14])([CH3:13])[CH3:12])=[O:9])[CH2:4][CH2:3]1.[C:15](Cl)(Cl)=[O:16].[C:19]1(C)[CH:24]=[CH:23][CH:22]=[CH:21][CH:20]=1, predict the reaction product. The product is: [CH2:11]([O:10][C:15](=[O:16])[CH2:4][N:5]([C:19]1[CH:20]=[CH:21][CH:22]=[CH:23][CH:24]=1)[C:8](=[O:9])[NH:1][CH:2]1[CH2:3][CH2:4][N:5]([C:8]([O:10][C:11]([CH3:14])([CH3:13])[CH3:12])=[O:9])[CH2:6][CH2:7]1)[CH3:12]. (9) Given the reactants [CH3:1][C:2]([O:5][C:6]([N:8]1[C@H:12]([C:13]([O:15][CH3:16])=[O:14])[CH2:11][C@H:10]([OH:17])[CH2:9]1)=[O:7])([CH3:4])[CH3:3].[Cl:18][C:19]1[CH:28]=[CH:27][C:22]2[C:23](O)=[N:24][O:25][C:21]=2[CH:20]=1.C1(P(C2C=CC=CC=2)C2C=CC=CC=2)C=CC=CC=1.N(C(OC(C)C)=O)=NC(OC(C)C)=O, predict the reaction product. The product is: [CH3:16][O:15][C:13]([C@@H:12]1[CH2:11][C@@H:10]([O:17][C:23]2[C:22]3[CH:27]=[CH:28][C:19]([Cl:18])=[CH:20][C:21]=3[O:25][N:24]=2)[CH2:9][N:8]1[C:6]([O:5][C:2]([CH3:1])([CH3:3])[CH3:4])=[O:7])=[O:14].